The task is: Regression. Given two drug SMILES strings and cell line genomic features, predict the synergy score measuring deviation from expected non-interaction effect.. This data is from NCI-60 drug combinations with 297,098 pairs across 59 cell lines. Drug 1: COC1=CC(=CC(=C1O)OC)C2C3C(COC3=O)C(C4=CC5=C(C=C24)OCO5)OC6C(C(C7C(O6)COC(O7)C8=CC=CS8)O)O. Drug 2: CN(C)C1=NC(=NC(=N1)N(C)C)N(C)C. Cell line: SF-539. Synergy scores: CSS=47.0, Synergy_ZIP=1.95, Synergy_Bliss=3.40, Synergy_Loewe=-64.4, Synergy_HSA=1.40.